Dataset: Forward reaction prediction with 1.9M reactions from USPTO patents (1976-2016). Task: Predict the product of the given reaction. Given the reactants N#N.[C:3]([C:6]1[O:10][C:9]([CH2:11][N:12]2[CH:16]=[CH:15][C:14]([NH:17][C:18]([C:20]3[N:21]=[CH:22][O:23][C:24]=3[C:25]3[CH:30]=[CH:29][CH:28]=[C:27]([CH2:31]O)[CH:26]=3)=[O:19])=[N:13]2)=[CH:8][CH:7]=1)(=[O:5])[CH3:4].C[CH2:34][N:35](C(C)C)[CH:36](C)C.CS(Cl)(=O)=O.CNC.C([O-])(O)=O.[Na+], predict the reaction product. The product is: [C:3]([C:6]1[O:10][C:9]([CH2:11][N:12]2[CH:16]=[CH:15][C:14]([NH:17][C:18]([C:20]3[N:21]=[CH:22][O:23][C:24]=3[C:25]3[CH:30]=[CH:29][CH:28]=[C:27]([CH2:31][N:35]([CH3:36])[CH3:34])[CH:26]=3)=[O:19])=[N:13]2)=[CH:8][CH:7]=1)(=[O:5])[CH3:4].